This data is from Full USPTO retrosynthesis dataset with 1.9M reactions from patents (1976-2016). The task is: Predict the reactants needed to synthesize the given product. (1) Given the product [CH3:28][O:29][CH:30]([O:33][CH3:34])[CH2:31][NH:32][C:17]([C:12]1[NH:13][C:14]2[C:10]([CH:11]=1)=[CH:9][C:8]([N+:5]([O-:7])=[O:6])=[CH:16][CH:15]=2)=[O:19], predict the reactants needed to synthesize it. The reactants are: S(Cl)(Cl)=O.[N+:5]([C:8]1[CH:9]=[C:10]2[C:14](=[CH:15][CH:16]=1)[NH:13][C:12]([C:17]([OH:19])=O)=[CH:11]2)([O-:7])=[O:6].[Cl-].[Cl-].[Ca+2].C([O-])(O)=O.[Na+].[CH3:28][O:29][CH:30]([O:33][CH3:34])[CH2:31][NH2:32]. (2) Given the product [F:5][C:6]1[CH:14]=[CH:13][C:9]([C:10]([OH:12])=[O:11])=[CH:8][C:7]=1[N+:1]([O-:4])=[O:2], predict the reactants needed to synthesize it. The reactants are: [N+:1]([O-:4])(O)=[O:2].[F:5][C:6]1[CH:14]=[CH:13][C:9]([C:10]([OH:12])=[O:11])=[CH:8][CH:7]=1. (3) Given the product [C:1]([C:3]1[C:4]([S:19][CH:20]([C:25]2[CH:26]=[CH:27][CH:28]=[CH:29][CH:30]=2)[C:21]([OH:23])=[O:22])=[N:5][C:6]2[CH2:7][CH2:8][CH2:9][CH2:10][C:11]=2[C:12]=1[C:13]1[CH:18]=[CH:17][CH:16]=[CH:15][CH:14]=1)#[N:2], predict the reactants needed to synthesize it. The reactants are: [C:1]([C:3]1[C:4]([S:19][CH:20]([C:25]2[CH:30]=[CH:29][CH:28]=[CH:27][CH:26]=2)[C:21]([O:23]C)=[O:22])=[N:5][C:6]2[CH2:7][CH2:8][CH2:9][CH2:10][C:11]=2[C:12]=1[C:13]1[CH:18]=[CH:17][CH:16]=[CH:15][CH:14]=1)#[N:2]. (4) Given the product [C:1]([NH:4][C:5]1[CH:17]=[CH:16][C:8]([O:9][CH2:10][C:11]([OH:13])=[O:12])=[CH:7][CH:6]=1)(=[O:3])[CH3:2], predict the reactants needed to synthesize it. The reactants are: [C:1]([NH:4][C:5]1[CH:17]=[CH:16][C:8]([O:9][CH2:10][C:11]([O:13]CC)=[O:12])=[CH:7][CH:6]=1)(=[O:3])[CH3:2].[OH-].[Na+]. (5) Given the product [CH2:16]([NH:15][CH:3]([C:4]1[NH:5][CH:6]=[C:7]([C:9]2[CH:14]=[CH:13][CH:12]=[CH:11][CH:10]=2)[N:8]=1)[CH:2]([CH3:19])[CH3:1])[CH3:17], predict the reactants needed to synthesize it. The reactants are: [CH3:1][CH:2]([CH3:19])[CH:3]([NH:15][C:16](=O)[CH3:17])[C:4]1[NH:5][CH:6]=[C:7]([C:9]2[CH:14]=[CH:13][CH:12]=[CH:11][CH:10]=2)[N:8]=1.[H-].[H-].[H-].[H-].[Li+].[Al+3]. (6) Given the product [C:29]([OH:36])(=[O:35])/[CH:30]=[CH:31]/[C:32]([OH:34])=[O:33].[Cl:1][C:2]1[CH:7]=[N:6][NH:5][C:4](=[O:8])[C:3]=1[NH:9][CH2:10][CH2:11][CH2:12][N:13]([CH2:15][CH2:16][C:17]1[CH:22]=[CH:21][C:20]([O:23][CH3:24])=[C:19]([O:25][CH3:26])[CH:18]=1)[CH3:14], predict the reactants needed to synthesize it. The reactants are: [Cl:1][C:2]1[CH:7]=[N:6][NH:5][C:4](=[O:8])[C:3]=1[NH:9][CH2:10][CH2:11][CH2:12][N:13]([CH2:15][CH2:16][C:17]1[CH:22]=[CH:21][C:20]([O:23][CH3:24])=[C:19]([O:25][CH3:26])[CH:18]=1)[CH3:14].CO.[C:29]([OH:36])(=[O:35])/[CH:30]=[CH:31]/[C:32]([OH:34])=[O:33].